This data is from Full USPTO retrosynthesis dataset with 1.9M reactions from patents (1976-2016). The task is: Predict the reactants needed to synthesize the given product. (1) Given the product [NH2:23][C:20]1[CH:21]=[C:22]2[C:17](=[CH:18][C:19]=1[O:26][CH2:27][CH2:28][CH2:29][N:30]1[CH2:35][CH2:34][O:33][CH2:32][CH2:31]1)[N:16]=[CH:15][N:14]=[C:13]2[N:9]([C:4]1[CH:5]=[CH:6][C:7]([F:8])=[C:2]([Cl:1])[CH:3]=1)[C:10](=[O:12])[CH3:11], predict the reactants needed to synthesize it. The reactants are: [Cl:1][C:2]1[CH:3]=[C:4]([N:9]([C:13]2[C:22]3[C:17](=[CH:18][C:19]([O:26][CH2:27][CH2:28][CH2:29][N:30]4[CH2:35][CH2:34][O:33][CH2:32][CH2:31]4)=[C:20]([N+:23]([O-])=O)[CH:21]=3)[N:16]=[CH:15][N:14]=2)[C:10](=[O:12])[CH3:11])[CH:5]=[CH:6][C:7]=1[F:8].[H][H]. (2) Given the product [C:39]([NH:43][C:44](=[O:45])[N:23]([CH2:24][C:25]1[CH:30]=[CH:29][C:28]([CH:31]2[S:35](=[O:37])(=[O:36])[NH:34][C:33](=[O:38])[CH2:32]2)=[CH:27][CH:26]=1)[CH2:22][CH2:21][C:18]1[CH:17]=[CH:16][C:15]([O:8][C:9]2[CH:14]=[CH:13][CH:12]=[CH:11][CH:10]=2)=[CH:20][CH:19]=1)([CH3:42])([CH3:41])[CH3:40], predict the reactants needed to synthesize it. The reactants are: FC(F)(F)C(O)=O.[O:8]([C:15]1[CH:20]=[CH:19][C:18]([CH2:21][CH2:22][NH:23][CH2:24][C:25]2[CH:30]=[CH:29][C:28]([CH:31]3[S:35](=[O:37])(=[O:36])[NH:34][C:33](=[O:38])[CH2:32]3)=[CH:27][CH:26]=2)=[CH:17][CH:16]=1)[C:9]1[CH:14]=[CH:13][CH:12]=[CH:11][CH:10]=1.[C:39]([N:43]=[C:44]=[O:45])([CH3:42])([CH3:41])[CH3:40].